This data is from Reaction yield outcomes from USPTO patents with 853,638 reactions. The task is: Predict the reaction yield, written as a fraction of the theoretical maximum amount of product (1.0 means a 100% yield; for example, 0.34 means a 34% yield). (1) The reactants are [Cl:1][C:2]1[CH:3]=[C:4]([NH:9][C:10]2[N:15]=[CH:14][N:13]=[C:12]([NH:16][C:17]3[CH:18]=[C:19]([NH2:23])[CH:20]=[CH:21][CH:22]=3)[CH:11]=2)[CH:5]=[CH:6][C:7]=1[F:8].C(N(CC)CC)C.Cl[CH2:32][CH2:33][S:34](Cl)(=[O:36])=[O:35]. The catalyst is C1COCC1. The product is [Cl:1][C:2]1[CH:3]=[C:4]([NH:9][C:10]2[N:15]=[CH:14][N:13]=[C:12]([NH:16][C:17]3[CH:18]=[C:19]([NH:23][S:34]([CH:33]=[CH2:32])(=[O:36])=[O:35])[CH:20]=[CH:21][CH:22]=3)[CH:11]=2)[CH:5]=[CH:6][C:7]=1[F:8]. The yield is 0.0900. (2) The reactants are C(OC(=O)[NH:7][CH:8]1[CH2:13][CH2:12][CH2:11][CH:10]([CH2:14][NH:15][C:16]([O:18][CH2:19][C:20]2[CH:25]=[CH:24][CH:23]=[CH:22][CH:21]=2)=[O:17])[CH2:9]1)(C)(C)C. The catalyst is C(O)(C(F)(F)F)=O. The product is [CH2:19]([O:18][C:16](=[O:17])[NH:15][CH2:14][CH:10]1[CH2:11][CH2:12][CH2:13][CH:8]([NH2:7])[CH2:9]1)[C:20]1[CH:21]=[CH:22][CH:23]=[CH:24][CH:25]=1. The yield is 0.970. (3) The reactants are [CH3:1][C:2]1[N:11]([C:12]2[CH:17]=[CH:16][C:15]([Cl:18])=[C:14]([Cl:19])[CH:13]=2)[C:10](=[O:20])[C:9]2[C:4](=[CH:5][CH:6]=[CH:7][CH:8]=2)[N:3]=1.[OH:21][C:22]1[C:23]([O:30][CH3:31])=[C:24]([CH:27]=[CH:28][CH:29]=1)C=O.[CH3:32]C([O-])=O.[Na+]. The catalyst is CC(O)=O. The product is [Cl:19][C:14]1[CH:13]=[C:12]([N:11]2[C:10](=[O:20])[C:9]3[C:4](=[CH:5][CH:6]=[CH:7][CH:8]=3)[N:3]=[C:2]2[CH:1]=[CH:32][C:29]2[CH:28]=[CH:27][CH:24]=[C:23]([O:30][CH3:31])[C:22]=2[OH:21])[CH:17]=[CH:16][C:15]=1[Cl:18]. The yield is 0.710. (4) The catalyst is CS(C)=O. The product is [N:34]([C@H:23]([CH3:24])[CH2:22][CH2:21][CH2:20][CH2:19][N:16]1[C:17](=[O:18])[C:12]2[C:11](=[O:32])[CH:10]=[C:9]([CH3:33])[N:8]([CH2:1][C:2]3[CH:3]=[CH:4][CH:5]=[CH:6][CH:7]=3)[C:13]=2[N:14]([CH3:31])[C:15]1=[O:30])=[N+:35]=[N-:36]. The yield is 0.990. The reactants are [CH2:1]([N:8]1[C:13]2[N:14]([CH3:31])[C:15](=[O:30])[N:16]([CH2:19][CH2:20][CH2:21][CH2:22][C@@H:23](OS(C)(=O)=O)[CH3:24])[C:17](=[O:18])[C:12]=2[C:11](=[O:32])[CH:10]=[C:9]1[CH3:33])[C:2]1[CH:7]=[CH:6][CH:5]=[CH:4][CH:3]=1.[N-:34]=[N+:35]=[N-:36].[Na+].